Dataset: Peptide-MHC class II binding affinity with 134,281 pairs from IEDB. Task: Regression. Given a peptide amino acid sequence and an MHC pseudo amino acid sequence, predict their binding affinity value. This is MHC class II binding data. (1) The peptide sequence is KKGLNWITKVIMGAVLI. The MHC is HLA-DQA10501-DQB10402 with pseudo-sequence HLA-DQA10501-DQB10402. The binding affinity (normalized) is 0.522. (2) The MHC is DRB1_0401 with pseudo-sequence DRB1_0401. The peptide sequence is ASKVAATAANAAPAN. The binding affinity (normalized) is 0.387. (3) The binding affinity (normalized) is 0.192. The MHC is DRB3_0101 with pseudo-sequence DRB3_0101. The peptide sequence is EFESLFKCLSHISLS.